From a dataset of Forward reaction prediction with 1.9M reactions from USPTO patents (1976-2016). Predict the product of the given reaction. (1) The product is: [F:37][CH:2]([F:1])[C:3]1[N:7]([C:8]2[N:13]=[C:12]([N:14]3[CH2:15][CH2:16][O:17][CH2:18][CH2:19]3)[N:11]=[C:10]([N:20]3[CH2:21][CH2:22][N:23]([S:26]([CH2:29][CH2:30][N:38]4[CH2:43][CH2:42][S:41][CH2:40][CH2:39]4)(=[O:28])=[O:27])[CH2:24][CH2:25]3)[N:9]=2)[C:6]2[CH:31]=[CH:32][CH:33]=[C:34]([O:35][CH3:36])[C:5]=2[N:4]=1. Given the reactants [F:1][CH:2]([F:37])[C:3]1[N:7]([C:8]2[N:13]=[C:12]([N:14]3[CH2:19][CH2:18][O:17][CH2:16][CH2:15]3)[N:11]=[C:10]([N:20]3[CH2:25][CH2:24][N:23]([S:26]([CH:29]=[CH2:30])(=[O:28])=[O:27])[CH2:22][CH2:21]3)[N:9]=2)[C:6]2[CH:31]=[CH:32][CH:33]=[C:34]([O:35][CH3:36])[C:5]=2[N:4]=1.[NH:38]1[CH2:43][CH2:42][S:41][CH2:40][CH2:39]1, predict the reaction product. (2) Given the reactants [CH2:1]([O:8][C:9]([N:11]1[CH2:16][CH2:15][N:14]([C:17]2[CH:22]=[CH:21][CH:20]=[C:19]([CH2:23][C:24]#[N:25])[CH:18]=2)[CH2:13][CH2:12]1)=[O:10])[C:2]1[CH:7]=[CH:6][CH:5]=[CH:4][CH:3]=1.[CH:26](OCC)=[O:27].C[O-].[Na+], predict the reaction product. The product is: [CH2:1]([O:8][C:9]([N:11]1[CH2:12][CH2:13][N:14]([C:17]2[CH:22]=[CH:21][CH:20]=[C:19]([CH:23]([C:24]#[N:25])[CH:26]=[O:27])[CH:18]=2)[CH2:15][CH2:16]1)=[O:10])[C:2]1[CH:7]=[CH:6][CH:5]=[CH:4][CH:3]=1. (3) Given the reactants [N:1]1[C:10]2[C:5](=[CH:6][CH:7]=[CH:8][CH:9]=2)[CH:4]=[CH:3][C:2]=1[NH:11][C@H:12]1[CH2:17][CH2:16][C@@H:15]([NH2:18])[CH2:14][CH2:13]1.CCN(CC)CC.[CH3:26][O:27][C:28]1[CH:29]=[C:30]([CH:34]=[CH:35][CH:36]=1)[C:31](Cl)=[O:32], predict the reaction product. The product is: [CH3:26][O:27][C:28]1[CH:29]=[C:30]([CH:34]=[CH:35][CH:36]=1)[C:31]([NH:18][C@H:15]1[CH2:14][CH2:13][C@@H:12]([NH:11][C:2]2[CH:3]=[CH:4][C:5]3[C:10](=[CH:9][CH:8]=[CH:7][CH:6]=3)[N:1]=2)[CH2:17][CH2:16]1)=[O:32].